Dataset: Reaction yield outcomes from USPTO patents with 853,638 reactions. Task: Predict the reaction yield, written as a fraction of the theoretical maximum amount of product (1.0 means a 100% yield; for example, 0.34 means a 34% yield). The reactants are [CH2:1]([O:8][CH2:9][CH:10]([CH3:29])[CH:11]([OH:28])[CH:12]([CH3:27])[C:13](=[O:26])[C:14]([CH3:25])([CH3:24])[CH:15]([O:20][CH:21]([CH3:23])[CH3:22])[O:16][CH:17]([CH3:19])[CH3:18])[C:2]1[CH:7]=[CH:6][CH:5]=[CH:4][CH:3]=1.N1C=CC=CC=1.Cl[C:37]([O:39][CH2:40][C:41]([Cl:44])([Cl:43])[Cl:42])=[O:38]. The catalyst is C(Cl)Cl. The product is [Cl:42][C:41]([Cl:44])([Cl:43])[CH2:40][O:39][C:37](=[O:38])[O:28][CH:11]([CH:10]([CH3:29])[CH2:9][O:8][CH2:1][C:2]1[CH:3]=[CH:4][CH:5]=[CH:6][CH:7]=1)[CH:12]([CH3:27])[C:13](=[O:26])[C:14]([CH3:24])([CH3:25])[CH:15]([O:20][CH:21]([CH3:22])[CH3:23])[O:16][CH:17]([CH3:19])[CH3:18]. The yield is 0.920.